This data is from Catalyst prediction with 721,799 reactions and 888 catalyst types from USPTO. The task is: Predict which catalyst facilitates the given reaction. (1) Reactant: C(OCC)(=O)C.Cl.COC[O:11][C:12]1[CH:13]=[CH:14][C:15]([CH2:18][O:19][CH2:20][C:21]2[CH:26]=[CH:25][C:24]([O:27][C:28]([F:31])([F:30])[F:29])=[CH:23][CH:22]=2)=[N:16][CH:17]=1. Product: [F:30][C:28]([F:29])([F:31])[O:27][C:24]1[CH:25]=[CH:26][C:21]([CH2:20][O:19][CH2:18][C:15]2[N:16]=[CH:17][C:12]([OH:11])=[CH:13][CH:14]=2)=[CH:22][CH:23]=1. The catalyst class is: 8. (2) Reactant: C(ON=O)CC(C)C.[CH2:9]([O:11][C:12]([C:14]1[N:15]([CH3:23])[C:16]([CH3:22])=[C:17]([C:20]#[N:21])[C:18]=1N)=[O:13])[CH3:10].[I:24]CI.O. Product: [CH2:9]([O:11][C:12]([C:14]1[N:15]([CH3:23])[C:16]([CH3:22])=[C:17]([C:20]#[N:21])[C:18]=1[I:24])=[O:13])[CH3:10]. The catalyst class is: 10. (3) Reactant: [C:1]1([S:7](Cl)(=[O:9])=[O:8])[CH:6]=[CH:5][CH:4]=[CH:3][CH:2]=1.[NH2:11][C:12]1[N:17]=[CH:16][C:15]([C:18]2[S:22][C:21]([NH:23][C:24](=[O:26])[CH3:25])=[N:20][C:19]=2[CH3:27])=[CH:14][N:13]=1. Product: [CH3:27][C:19]1[N:20]=[C:21]([NH:23][C:24](=[O:26])[CH3:25])[S:22][C:18]=1[C:15]1[CH:16]=[N:17][C:12]([NH:11][S:7]([C:1]2[CH:6]=[CH:5][CH:4]=[CH:3][CH:2]=2)(=[O:9])=[O:8])=[N:13][CH:14]=1. The catalyst class is: 17. (4) Reactant: [CH2:1]([O:3][C:4]([C:6]1[C:7]([C:17]2[CH:22]=[CH:21][C:20]([NH2:23])=[CH:19][CH:18]=2)=[C:8]2[N:13]([C:14]=1[Br:15])[N:12]=[CH:11][N:10]=[C:9]2[NH2:16])=[O:5])[CH3:2].C(N(CC)CC)C.C1([O:37][C:38](=O)[NH:39][C:40]2[CH:45]=[C:44]([C:46]([F:49])([F:48])[F:47])[CH:43]=[CH:42][N:41]=2)C=CC=CC=1. Product: [NH2:16][C:9]1[C:8]2=[C:7]([C:17]3[CH:18]=[CH:19][C:20]([NH:23][C:38]([NH:39][C:40]4[CH:45]=[C:44]([C:46]([F:48])([F:47])[F:49])[CH:43]=[CH:42][N:41]=4)=[O:37])=[CH:21][CH:22]=3)[C:6]([C:4]([O:3][CH2:1][CH3:2])=[O:5])=[C:14]([Br:15])[N:13]2[N:12]=[CH:11][N:10]=1. The catalyst class is: 1.